From a dataset of Forward reaction prediction with 1.9M reactions from USPTO patents (1976-2016). Predict the product of the given reaction. (1) Given the reactants [Br:1][C:2]1[CH:3]=[C:4]2[C:8](=[N:9][CH:10]=1)[NH:7][CH:6]=[CH:5]2.CN(C)C=O.[H-].[Na+].[CH:18]([Si:21](Cl)([CH:25]([CH3:27])[CH3:26])[CH:22]([CH3:24])[CH3:23])([CH3:20])[CH3:19], predict the reaction product. The product is: [Br:1][C:2]1[CH:3]=[C:4]2[CH:5]=[CH:6][N:7]([Si:21]([CH:25]([CH3:27])[CH3:26])([CH:22]([CH3:24])[CH3:23])[CH:18]([CH3:20])[CH3:19])[C:8]2=[N:9][CH:10]=1. (2) Given the reactants [Cl:1][C:2]1[CH:7]=[CH:6][C:5]([C:8]2([C:14]#[N:15])[CH2:13][CH2:12][NH:11][CH2:10][CH2:9]2)=[CH:4][CH:3]=1.[Cl:16][C:17]1[C:18]([C:27]([F:30])([F:29])[F:28])=[N:19][N:20]([CH2:23][C:24](O)=[O:25])[C:21]=1[CH3:22].F[P-](F)(F)(F)(F)F.N1(O[P+](N(C)C)(N(C)C)N(C)C)C2C=CC=CC=2N=N1, predict the reaction product. The product is: [Cl:16][C:17]1[C:18]([C:27]([F:29])([F:28])[F:30])=[N:19][N:20]([CH2:23][C:24]([N:11]2[CH2:12][CH2:13][C:8]([C:5]3[CH:6]=[CH:7][C:2]([Cl:1])=[CH:3][CH:4]=3)([C:14]#[N:15])[CH2:9][CH2:10]2)=[O:25])[C:21]=1[CH3:22]. (3) Given the reactants [CH:1]1[C:10]2[C:5](=[CH:6][CH:7]=[CH:8][CH:9]=2)[CH:4]=[CH:3][C:2]=1[S:11]([NH:14][CH2:15][C:16]([NH:18][CH:19]([CH2:23][NH:24][C:25]([CH:27]1[CH2:32][CH2:31][N:30]([C:33]2[CH:38]=[CH:37][N:36]=[CH:35][CH:34]=2)[CH2:29][CH2:28]1)=[O:26])[C:20]([OH:22])=O)=[O:17])(=[O:13])=[O:12].[CH3:39][CH:40]1[CH2:45][CH2:44][NH:43][CH2:42][CH2:41]1, predict the reaction product. The product is: [CH3:39][CH:40]1[CH2:45][CH2:44][N:43]([C:20]([CH:19]([NH:18][C:16](=[O:17])[CH2:15][NH:14][S:11]([C:2]2[CH:3]=[CH:4][C:5]3[C:10](=[CH:9][CH:8]=[CH:7][CH:6]=3)[CH:1]=2)(=[O:12])=[O:13])[CH2:23][NH:24][C:25]([CH:27]2[CH2:28][CH2:29][N:30]([C:33]3[CH:38]=[CH:37][N:36]=[CH:35][CH:34]=3)[CH2:31][CH2:32]2)=[O:26])=[O:22])[CH2:42][CH2:41]1. (4) Given the reactants [CH3:1][C:2]1[CH:7]=[C:6]([N:8]2[CH2:12][CH2:11][CH:10]([N:13]3[CH2:17][CH2:16][CH2:15][CH:14]3[CH3:18])[CH2:9]2)[CH:5]=[CH:4][C:3]=1[NH2:19].[N:20]1[C:29]2[C:24](=[CH:25][CH:26]=[CH:27][CH:28]=2)[CH:23]=[C:22]([C:30](O)=[O:31])[CH:21]=1, predict the reaction product. The product is: [CH3:1][C:2]1[CH:7]=[C:6]([N:8]2[CH2:12][CH2:11][CH:10]([N:13]3[CH2:17][CH2:16][CH2:15][CH:14]3[CH3:18])[CH2:9]2)[CH:5]=[CH:4][C:3]=1[NH:19][C:30]([C:22]1[CH:21]=[N:20][C:29]2[C:24]([CH:23]=1)=[CH:25][CH:26]=[CH:27][CH:28]=2)=[O:31]. (5) Given the reactants [CH3:1][C:2]([O:9][C:10]1[CH:15]=[CH:14][CH:13]=[CH:12][C:11]=1[S:16]([CH3:19])(=[O:18])=[O:17])([CH3:8])[C:3]([O:5]CC)=[O:4].[OH-].[Na+].O, predict the reaction product. The product is: [CH3:8][C:2]([O:9][C:10]1[CH:15]=[CH:14][CH:13]=[CH:12][C:11]=1[S:16]([CH3:19])(=[O:18])=[O:17])([CH3:1])[C:3]([OH:5])=[O:4]. (6) The product is: [CH2:25]([N:8]([C:9]1[CH:14]=[CH:13][CH:12]=[CH:11][CH:10]=1)[C:6](=[O:7])[C:5]1[CH:15]=[CH:16][C:17]([O:18][CH3:19])=[C:3]([O:2][CH3:1])[CH:4]=1)[CH2:24][CH:23]=[CH2:22]. Given the reactants [CH3:1][O:2][C:3]1[CH:4]=[C:5]([CH:15]=[CH:16][C:17]=1[O:18][CH3:19])[C:6]([NH:8][C:9]1[CH:14]=[CH:13][CH:12]=[CH:11][CH:10]=1)=[O:7].[OH-].[K+].[CH3:22][C:23]1C=CC(S(OCCC=C)(=O)=O)=[CH:25][CH:24]=1, predict the reaction product. (7) Given the reactants C[O:2][C:3]([CH:5]1[CH2:10][CH2:9][CH2:8][N:7]2[C:11]([C:22]3[CH:27]=[CH:26][N:25]=[C:24]([O:28][C:29]4[CH:34]=[CH:33][CH:32]=[CH:31][CH:30]=4)[N:23]=3)=[C:12]([C:15]3[CH:20]=[CH:19][C:18]([F:21])=[CH:17][CH:16]=3)[C:13](=[O:14])[N:6]12)=[O:4].O.[Li+].[OH-], predict the reaction product. The product is: [F:21][C:18]1[CH:19]=[CH:20][C:15]([C:12]2[C:13](=[O:14])[N:6]3[CH:5]([C:3]([OH:4])=[O:2])[CH2:10][CH2:9][CH2:8][N:7]3[C:11]=2[C:22]2[CH:27]=[CH:26][N:25]=[C:24]([O:28][C:29]3[CH:30]=[CH:31][CH:32]=[CH:33][CH:34]=3)[N:23]=2)=[CH:16][CH:17]=1. (8) Given the reactants [H-].[Na+].[Cl:3][C:4]1[CH:9]=[C:8]([Cl:10])[CH:7]=[CH:6][C:5]=1[OH:11].BrC[O:14][C:15](=[O:17])[CH3:16].O, predict the reaction product. The product is: [Cl:3][C:4]1[CH:9]=[C:8]([Cl:10])[CH:7]=[CH:6][C:5]=1[O:11][CH2:16][C:15]([OH:17])=[O:14]. (9) Given the reactants Cl[C:2]1[N:7]=[CH:6][N:5]=[C:4]([C:8]2[C:9]([CH:29]3[CH2:31][CH2:30]3)=[N:10][C:11]([N:16]3[CH2:21][CH2:20][N:19]([C:22](=[O:27])[CH2:23][CH2:24][O:25][CH3:26])[C@H:18]([CH3:28])[CH2:17]3)=[C:12]([CH:15]=2)[C:13]#[N:14])[CH:3]=1.[F:32][C:33]([Si](C)(C1C=CC=CC=1)C1C=CC=CC=1)=[CH2:34], predict the reaction product. The product is: [CH:29]1([C:9]2[C:8]([C:4]3[CH:3]=[C:2]([C:33]([F:32])=[CH2:34])[N:7]=[CH:6][N:5]=3)=[CH:15][C:12]([C:13]#[N:14])=[C:11]([N:16]3[CH2:21][CH2:20][N:19]([C:22](=[O:27])[CH2:23][CH2:24][O:25][CH3:26])[C@H:18]([CH3:28])[CH2:17]3)[N:10]=2)[CH2:30][CH2:31]1.